Task: Predict which catalyst facilitates the given reaction.. Dataset: Catalyst prediction with 721,799 reactions and 888 catalyst types from USPTO (1) The catalyst class is: 3. Reactant: [CH3:1][C:2]([CH3:25])([O:4][C:5](=[O:24])[NH:6][CH2:7][CH2:8][O:9][CH2:10][CH2:11][O:12][CH2:13][CH2:14][O:15][CH2:16][CH2:17][O:18][CH2:19][CH2:20][C:21]([OH:23])=O)[CH3:3].[B-](F)(F)(F)F.CN(C(ON1C(=O)CCC1=O)=[N+](C)C)C.C(N(CC)C(C)C)(C)C.[NH2:55][CH2:56][C:57]1[CH:58]=[C:59]([CH:76]=[CH:77][CH:78]=1)[C:60]([NH:62][CH2:63][CH2:64][O:65][CH2:66][CH2:67][O:68][CH2:69][CH2:70][CH2:71][CH2:72][CH2:73][CH2:74][Cl:75])=[O:61]. Product: [Cl:75][CH2:74][CH2:73][CH2:72][CH2:71][CH2:70][CH2:69][O:68][CH2:67][CH2:66][O:65][CH2:64][CH2:63][NH:62][C:60]([C:59]1[CH:58]=[C:57]([CH2:56][NH:55][C:21](=[O:23])[CH2:20][CH2:19][O:18][CH2:17][CH2:16][O:15][CH2:14][CH2:13][O:12][CH2:11][CH2:10][O:9][CH2:8][CH2:7][NH:6][C:5](=[O:24])[O:4][C:2]([CH3:1])([CH3:3])[CH3:25])[CH:78]=[CH:77][CH:76]=1)=[O:61]. (2) Reactant: [CH3:1][O:2][C:3](=[O:39])[C:4]1[CH:9]=[CH:8][C:7]([S:10](=[O:25])(=[O:24])[NH:11][C@H:12]([C:21](=O)[NH2:22])[CH2:13][C:14]([O:16][C:17]([CH3:20])([CH3:19])[CH3:18])=[O:15])=[C:6]([O:26][CH2:27][CH2:28][C:29]2[CH:38]=[CH:37][CH:36]=[C:35]3[C:30]=2[CH:31]=[CH:32][CH:33]=[N:34]3)[CH:5]=1.CCN(CC)CC.O(C(C(F)(F)F)=O)C(C(F)(F)F)=O. Product: [CH3:1][O:2][C:3](=[O:39])[C:4]1[CH:9]=[CH:8][C:7]([S:10](=[O:24])(=[O:25])[NH:11][C@H:12]([C:21]#[N:22])[CH2:13][C:14]([O:16][C:17]([CH3:20])([CH3:19])[CH3:18])=[O:15])=[C:6]([O:26][CH2:27][CH2:28][C:29]2[CH:38]=[CH:37][CH:36]=[C:35]3[C:30]=2[CH:31]=[CH:32][CH:33]=[N:34]3)[CH:5]=1. The catalyst class is: 1. (3) Reactant: [OH:1][CH2:2][CH2:3][O:4][C:5]1[CH:12]=[CH:11][C:8]([CH:9]=[O:10])=[CH:7][CH:6]=1.N1C=CN=C1.[Si:18](Cl)([C:21]([CH3:24])([CH3:23])[CH3:22])([CH3:20])[CH3:19].CCCCCC. Product: [Si:18]([O:1][CH2:2][CH2:3][O:4][C:5]1[CH:12]=[CH:11][C:8]([CH:9]=[O:10])=[CH:7][CH:6]=1)([C:21]([CH3:24])([CH3:23])[CH3:22])([CH3:20])[CH3:19]. The catalyst class is: 39. (4) Reactant: C(=O)([O-])[O-].[Cs+].[Cs+].[Br:7][C:8]1[CH:9]=[N:10][NH:11][CH:12]=1.[CH3:13][C:14]1([CH3:29])[CH2:19][CH:18](OS(C)(=O)=O)[CH2:17][CH2:16][CH:15]1[C:25]([O:27][CH3:28])=[O:26]. Product: [Br:7][C:8]1[CH:9]=[N:10][N:11]([CH:18]2[CH2:17][CH2:16][CH:15]([C:25]([O:27][CH3:28])=[O:26])[C:14]([CH3:29])([CH3:13])[CH2:19]2)[CH:12]=1. The catalyst class is: 18. (5) Reactant: [C:1]1([C:22]2[CH:27]=[CH:26][CH:25]=[CH:24][CH:23]=2)[CH:6]=[CH:5][C:4]([CH2:7][NH:8][C:9]2[N:17]=[C:16](Cl)[N:15]=[C:14]3[C:10]=2[N:11]=[CH:12][N:13]3[CH2:19][CH2:20][CH3:21])=[CH:3][CH:2]=1.[NH2:28][C@H:29]([CH2:32][CH3:33])[CH2:30][OH:31].CCOCC. Product: [C:1]1([C:22]2[CH:27]=[CH:26][CH:25]=[CH:24][CH:23]=2)[CH:6]=[CH:5][C:4]([CH2:7][NH:8][C:9]2[N:17]=[C:16]([NH:28][C@H:29]([CH2:32][CH3:33])[CH2:30][OH:31])[N:15]=[C:14]3[C:10]=2[N:11]=[CH:12][N:13]3[CH2:19][CH2:20][CH3:21])=[CH:3][CH:2]=1. The catalyst class is: 6.